This data is from NCI-60 drug combinations with 297,098 pairs across 59 cell lines. The task is: Regression. Given two drug SMILES strings and cell line genomic features, predict the synergy score measuring deviation from expected non-interaction effect. Drug 1: CC(CN1CC(=O)NC(=O)C1)N2CC(=O)NC(=O)C2. Drug 2: N.N.Cl[Pt+2]Cl. Cell line: SF-268. Synergy scores: CSS=3.97, Synergy_ZIP=-2.44, Synergy_Bliss=6.16, Synergy_Loewe=-0.184, Synergy_HSA=1.20.